This data is from Forward reaction prediction with 1.9M reactions from USPTO patents (1976-2016). The task is: Predict the product of the given reaction. The product is: [Cl:1][C:2]1[CH:11]=[CH:10][CH:9]=[C:8]2[C:3]=1[CH:4]1[C:12](=[C:33]([Cl:35])[Cl:34])[CH:7]2[CH2:6][CH2:5]1. Given the reactants [Cl:1][C:2]1[CH:11]=[CH:10][CH:9]=[C:8]2[C:3]=1[CH:4]1[C:12](=O)[CH:7]2[CH2:6][CH2:5]1.C1C=CC(P(C2C=CC=CC=2)C2C=CC=CC=2)=CC=1.[C:33](Cl)(Cl)([Cl:35])[Cl:34], predict the reaction product.